This data is from Forward reaction prediction with 1.9M reactions from USPTO patents (1976-2016). The task is: Predict the product of the given reaction. (1) Given the reactants C(O[C:6]([N:8]1[CH2:12][C:11](=[N:13][O:14][CH3:15])[CH2:10][C@H:9]1[C:16](O)=O)=[O:7])(C)(C)C.[C:19]1([C:28]2[CH:33]=[CH:32][CH:31]=[CH:30][CH:29]=2)[CH:24]=[CH:23][C:22](C(Cl)=O)=[CH:21][CH:20]=1.[CH3:34][NH:35][C:36]1[C:37]([NH2:42])=[CH:38][CH:39]=[CH:40][CH:41]=1, predict the reaction product. The product is: [CH3:15][O:14][N:13]=[C:11]1[CH2:10][C@@H:9]([C:16]2[N:35]([CH3:34])[C:36]3[CH:41]=[CH:40][CH:39]=[CH:38][C:37]=3[N:42]=2)[N:8]([C:6]([C:31]2[CH:30]=[CH:29][C:28]([C:19]3[CH:20]=[CH:21][CH:22]=[CH:23][CH:24]=3)=[CH:33][CH:32]=2)=[O:7])[CH2:12]1. (2) Given the reactants Cl.[CH:2]12[CH2:11][CH:6]3[CH2:7][CH:8]([CH2:10][CH:4]([CH2:5]3)[CH:3]1[NH:12][C:13](=[O:23])[CH2:14][N:15]1[CH2:20][CH2:19][CH2:18][NH:17][S:16]1(=[O:22])=[O:21])[CH2:9]2.C([O-])([O-])=O.[K+].[K+].Br[CH2:31][CH2:32][C:33]1[CH:38]=[CH:37][CH:36]=[CH:35][CH:34]=1, predict the reaction product. The product is: [CH:2]12[CH2:11][CH:6]3[CH2:7][CH:8]([CH2:10][CH:4]([CH2:5]3)[CH:3]1[NH:12][C:13](=[O:23])[CH2:14][N:15]1[CH2:20][CH2:19][CH2:18][N:17]([CH2:31][CH2:32][C:33]3[CH:38]=[CH:37][CH:36]=[CH:35][CH:34]=3)[S:16]1(=[O:22])=[O:21])[CH2:9]2.